This data is from Reaction yield outcomes from USPTO patents with 853,638 reactions. The task is: Predict the reaction yield, written as a fraction of the theoretical maximum amount of product (1.0 means a 100% yield; for example, 0.34 means a 34% yield). The reactants are [Br:1][C:2]1[CH:10]=[CH:9][C:5]([C:6]([OH:8])=O)=[C:4]([O:11][CH3:12])[CH:3]=1.CN1CCOCC1.CN(C(ON1N=NC2C=CC=NC1=2)=[N+](C)C)C.F[P-](F)(F)(F)(F)F.[CH3:44][N:45]1[CH2:50][CH2:49][NH:48][CH2:47][CH2:46]1. The catalyst is CN(C=O)C.CCOC(C)=O. The product is [Br:1][C:2]1[CH:10]=[CH:9][C:5]([C:6]([N:48]2[CH2:49][CH2:50][N:45]([CH3:44])[CH2:46][CH2:47]2)=[O:8])=[C:4]([O:11][CH3:12])[CH:3]=1. The yield is 0.810.